From a dataset of Forward reaction prediction with 1.9M reactions from USPTO patents (1976-2016). Predict the product of the given reaction. (1) Given the reactants [CH3:1][C:2]1[CH:3]=[C:4]([CH:15]=[CH:16][C:17]=1[CH2:18][CH2:19][CH2:20][CH2:21][N:22]1[CH:26]=[CH:25][N:24]=[N:23]1)[O:5][CH2:6][C:7]1[S:8][CH:9]=[C:10]([C:12]([OH:14])=O)[N:11]=1.[Cl:27][C:28]1[CH:33]=[CH:32][C:31]([NH2:34])=[CH:30][CH:29]=1, predict the reaction product. The product is: [Cl:27][C:28]1[CH:33]=[CH:32][C:31]([NH:34][C:12]([C:10]2[N:11]=[C:7]([CH2:6][O:5][C:4]3[CH:15]=[CH:16][C:17]([CH2:18][CH2:19][CH2:20][CH2:21][N:22]4[CH:26]=[CH:25][N:24]=[N:23]4)=[C:2]([CH3:1])[CH:3]=3)[S:8][CH:9]=2)=[O:14])=[CH:30][CH:29]=1. (2) Given the reactants Cl[CH2:2][CH2:3][CH2:4][CH2:5][C:6]1([CH2:16][CH3:17])[C:14]2[C:9](=[CH:10][CH:11]=[CH:12][CH:13]=2)[NH:8][C:7]1=[O:15].[Cl:18][C:19]1[CH:20]=[C:21]([N:26]2[CH2:31][CH2:30][NH:29][CH2:28][CH2:27]2)[CH:22]=[CH:23][C:24]=1[CH3:25], predict the reaction product. The product is: [Cl:18][C:19]1[CH:20]=[C:21]([N:26]2[CH2:31][CH2:30][N:29]([CH2:2][CH2:3][CH2:4][CH2:5][C:6]3([CH2:16][CH3:17])[C:14]4[C:9](=[CH:10][CH:11]=[CH:12][CH:13]=4)[NH:8][C:7]3=[O:15])[CH2:28][CH2:27]2)[CH:22]=[CH:23][C:24]=1[CH3:25]. (3) The product is: [CH2:1]([O:8][N:9]1[C:14]2[N:15]=[CH:16][N:17]=[CH:18][C:13]=2[C:12]([NH:19][CH2:20][C:21]2[CH:30]=[CH:29][C:28]3[C:23](=[CH:24][CH:25]=[CH:26][CH:27]=3)[CH:22]=2)=[CH:11][C:10]1=[O:36])[C:2]1[CH:3]=[CH:4][CH:5]=[CH:6][CH:7]=1. Given the reactants [CH2:1]([O:8][N:9]1[C:14]2[N:15]=[CH:16][N:17]=[CH:18][C:13]=2[C:12]([NH:19][CH2:20][C:21]2[CH:30]=[CH:29][C:28]3[C:23](=[CH:24][CH:25]=[CH:26][CH:27]=3)[CH:22]=2)=[C:11](C(OCC)=O)[C:10]1=[O:36])[C:2]1[CH:7]=[CH:6][CH:5]=[CH:4][CH:3]=1.[OH-].[Na+], predict the reaction product. (4) Given the reactants [Br:1][C:2]1[CH:3]=[C:4]([C:8]([CH3:37])([CH3:36])[CH2:9][C@:10]([OH:35])([C:31]([F:34])([F:33])[F:32])[CH2:11][C:12]#[C:13][C:14]2[C:19]([NH:20]C(=O)C(F)(F)F)=[CH:18][CH:17]=[C:16]([S:27]([CH3:30])(=[O:29])=[O:28])[N:15]=2)[CH:5]=[CH:6][CH:7]=1.CN(C)C(=N)N(C)C, predict the reaction product. The product is: [Br:1][C:2]1[CH:3]=[C:4]([C:8]([CH3:37])([CH3:36])[CH2:9][C@:10]([CH2:11][C:12]2[NH:20][C:19]3[C:14](=[N:15][C:16]([S:27]([CH3:30])(=[O:29])=[O:28])=[CH:17][CH:18]=3)[CH:13]=2)([OH:35])[C:31]([F:34])([F:33])[F:32])[CH:5]=[CH:6][CH:7]=1.